This data is from Reaction yield outcomes from USPTO patents with 853,638 reactions. The task is: Predict the reaction yield, written as a fraction of the theoretical maximum amount of product (1.0 means a 100% yield; for example, 0.34 means a 34% yield). (1) The catalyst is CO.[Pd]. The reactants are [C:1]1([C:7]2[C:15]3[C:10](=[N:11][CH:12]=[C:13]([C:16]4[CH:17]=[C:18]([OH:22])[CH:19]=[CH:20][CH:21]=4)[CH:14]=3)[NH:9][CH:8]=2)[CH2:6][CH2:5][CH2:4][CH2:3][CH:2]=1. The yield is 0.370. The product is [CH:1]1([C:7]2[C:15]3[C:10](=[N:11][CH:12]=[C:13]([C:16]4[CH:17]=[C:18]([OH:22])[CH:19]=[CH:20][CH:21]=4)[CH:14]=3)[NH:9][CH:8]=2)[CH2:2][CH2:3][CH2:4][CH2:5][CH2:6]1. (2) The reactants are [C:1]([O:5][C:6]([N:8]1[C:16]2[C:11](=[N:12][CH:13]=[C:14](Br)[CH:15]=2)[C:10]([CH3:19])([CH3:18])[CH2:9]1)=[O:7])([CH3:4])([CH3:3])[CH3:2].[Br-].[Li+].[Cl-].[F:23][C:24]1[CH:31]=[CH:30][CH:29]=[CH:28][C:25]=1[CH2:26][Zn+].C(O)(=O)CC(CC(O)=O)(C(O)=O)O. The catalyst is C(N1C=CN(C(C)C)C1=[Pd-3](Cl)(Cl)C1C(Cl)=CC=CN=1)(C)C.O.C1COCC1.CN1CCCC1=O. The product is [C:1]([O:5][C:6]([N:8]1[C:16]2[C:11](=[N:12][CH:13]=[C:14]([CH2:26][C:25]3[CH:28]=[CH:29][CH:30]=[CH:31][C:24]=3[F:23])[CH:15]=2)[C:10]([CH3:19])([CH3:18])[CH2:9]1)=[O:7])([CH3:4])([CH3:3])[CH3:2]. The yield is 0.960. (3) The reactants are [CH3:1][C:2]([OH:20])([CH3:19])[CH2:3][NH:4][C:5]1[N:6]=[N:7][C:8]([C:11]#[C:12][C:13]2[CH:18]=[CH:17][CH:16]=[CH:15][CH:14]=2)=[CH:9][CH:10]=1.C(N(CC)CC)C.Cl[C:29](Cl)([O:31]C(=O)OC(Cl)(Cl)Cl)Cl. The catalyst is C1COCC1. The product is [CH3:19][C:2]1([CH3:1])[O:20][C:29](=[O:31])[N:4]([C:5]2[N:6]=[N:7][C:8]([C:11]#[C:12][C:13]3[CH:18]=[CH:17][CH:16]=[CH:15][CH:14]=3)=[CH:9][CH:10]=2)[CH2:3]1. The yield is 0.520. (4) The reactants are C1C=CC2N(O)N=NC=2C=1.O.C(N(CC)C(C)C)(C)C.[CH3:21][C@H:22]([NH:26][C:27]([O:29][C:30]([CH3:33])([CH3:32])[CH3:31])=[O:28])[C:23]([OH:25])=O.Cl.CN(C)CCCN=C=NCC.[NH2:46][CH:47]1[N:53]=[C:52]([C:54]2[CH:59]=[CH:58][CH:57]=[CH:56][CH:55]=2)[C:51]2[CH:60]=[CH:61][CH:62]=[CH:63][C:50]=2[N:49]([CH2:64][CH2:65][CH2:66][C:67]([F:70])([F:69])[F:68])[C:48]1=[O:71]. The catalyst is C1COCC1.C(Cl)Cl. The product is [C:30]([O:29][C:27]([NH:26][C@H:22]([C:23]([NH:46][CH:47]1[N:53]=[C:52]([C:54]2[CH:55]=[CH:56][CH:57]=[CH:58][CH:59]=2)[C:51]2[CH:60]=[CH:61][CH:62]=[CH:63][C:50]=2[N:49]([CH2:64][CH2:65][CH2:66][C:67]([F:69])([F:68])[F:70])[C:48]1=[O:71])=[O:25])[CH3:21])=[O:28])([CH3:33])([CH3:32])[CH3:31]. The yield is 0.830. (5) The reactants are [CH2:1]([NH2:4])[CH2:2][NH2:3].N1C=CC=CC=1.[Cl:11][C:12]1[CH:17]=[CH:16][CH:15]=[CH:14][C:13]=1[N:18]1[C:22](=[O:23])[NH:21][N:20]=[C:19]1[C:24]1[S:40][C:27]2[C:28]3[CH:36]=[CH:35][C:34]([C:37](Cl)=[O:38])=[CH:33][C:29]=3[O:30][CH2:31][CH2:32][C:26]=2[CH:25]=1. The catalyst is C1COCC1.O. The product is [NH2:3][CH2:2][CH2:1][NH:4][C:37]([C:34]1[CH:35]=[CH:36][C:28]2[C:27]3[S:40][C:24]([C:19]4[N:18]([C:13]5[CH:14]=[CH:15][CH:16]=[CH:17][C:12]=5[Cl:11])[C:22](=[O:23])[NH:21][N:20]=4)=[CH:25][C:26]=3[CH2:32][CH2:31][O:30][C:29]=2[CH:33]=1)=[O:38]. The yield is 0.200. (6) The reactants are [CH3:1][N:2]1[CH2:6][C@@H:5]2[NH:7][CH2:8][CH2:9][C@@H:4]2[CH2:3]1.[Cl:10][C:11]1[C:12]([C:30]2[CH:31]=[N:32][N:33]3[CH:38]=[CH:37][CH:36]=[CH:35][C:34]=23)=[N:13][C:14]([NH:17][C:18]2[CH:23]=[C:22]([N+:24]([O-:26])=[O:25])[C:21](F)=[CH:20][C:19]=2[O:28][CH3:29])=[N:15][CH:16]=1.CCN(C(C)C)C(C)C. The catalyst is FC(F)(F)CO. The product is [CH3:1][N:2]1[CH2:6][C@@H:5]2[N:7]([C:21]3[C:22]([N+:24]([O-:26])=[O:25])=[CH:23][C:18]([NH:17][C:14]4[N:13]=[C:12]([C:30]5[CH:31]=[N:32][N:33]6[CH:38]=[CH:37][CH:36]=[CH:35][C:34]=56)[C:11]([Cl:10])=[CH:16][N:15]=4)=[C:19]([O:28][CH3:29])[CH:20]=3)[CH2:8][CH2:9][C@@H:4]2[CH2:3]1. The yield is 0.490.